Dataset: Reaction yield outcomes from USPTO patents with 853,638 reactions. Task: Predict the reaction yield, written as a fraction of the theoretical maximum amount of product (1.0 means a 100% yield; for example, 0.34 means a 34% yield). (1) The yield is 0.350. The catalyst is O1CCOCC1.CO. The reactants are C(C1C=CC(S([N:14]2[C:18]3=[N:19][CH:20]=[C:21]([NH:23][NH2:24])[N:22]=[C:17]3[CH:16]=[CH:15]2)(=O)=O)=CC=1)(C)(C)C.CCN(C(C)C)C(C)C.[CH3:34][CH:35]1[CH2:40][CH2:39][CH2:38][CH2:37][CH:36]1[C:41](Cl)=O.O=S(Cl)Cl.C([O-])([O-])=O.[Na+].[Na+]. The product is [CH3:34][CH:35]1[CH2:40][CH2:39][CH2:38][CH2:37][CH:36]1[C:41]1[N:22]2[C:17]3[CH:16]=[CH:15][NH:14][C:18]=3[N:19]=[CH:20][C:21]2=[N:23][N:24]=1. (2) The reactants are [C:1]1([C:7]([C:21]2[CH:26]=[CH:25][CH:24]=[CH:23][CH:22]=2)(C)[CH2:8][NH:9][C:10](=O)[CH:11]([C:13]2[CH:18]=[CH:17][CH:16]=[CH:15][CH:14]=2)[CH3:12])[CH:6]=[CH:5][CH:4]=[CH:3][CH:2]=1.B.C1COCC1.[ClH:33].[OH-].[Na+]. The yield is 0.860. The product is [ClH:33].[C:21]1([CH:7]([C:1]2[CH:2]=[CH:3][CH:4]=[CH:5][CH:6]=2)[CH2:8][NH:9][CH2:10][CH:11]([C:13]2[CH:14]=[CH:15][CH:16]=[CH:17][CH:18]=2)[CH3:12])[CH:22]=[CH:23][CH:24]=[CH:25][CH:26]=1. The catalyst is C1COCC1. (3) The reactants are Cl[C:2]1[C:3]([C:16]2[CH:21]=[CH:20][C:19]([F:22])=[CH:18][CH:17]=2)=[N:4][C:5]2[C:10]([N:11]=1)=[CH:9][C:8]([C:12]([O:14][CH3:15])=[O:13])=[CH:7][CH:6]=2.[CH2:23]([NH:25][CH2:26][CH3:27])[CH3:24].CCN(C(C)C)C(C)C. The catalyst is CS(C)=O. The product is [CH2:23]([N:25]([CH2:26][CH3:27])[C:2]1[C:3]([C:16]2[CH:21]=[CH:20][C:19]([F:22])=[CH:18][CH:17]=2)=[N:4][C:5]2[C:10]([N:11]=1)=[CH:9][C:8]([C:12]([O:14][CH3:15])=[O:13])=[CH:7][CH:6]=2)[CH3:24]. The yield is 0.600. (4) The reactants are Br[CH2:2][C:3]1[CH:8]=[C:7]([I:9])[CH:6]=[C:5]([C:10]([CH3:13])([CH3:12])[CH3:11])[CH:4]=1.CS(C)=[O:16]. No catalyst specified. The product is [C:10]([C:5]1[CH:4]=[C:3]([CH:8]=[C:7]([I:9])[CH:6]=1)[CH:2]=[O:16])([CH3:13])([CH3:12])[CH3:11]. The yield is 0.610. (5) The reactants are [N:1]1[CH:6]=[CH:5][CH:4]=[CH:3][C:2]=1[CH:7]=[C:8]1[S:12][C:11](=[O:13])[NH:10][C:9]1=[O:14]. The catalyst is O1CCCC1.[Pd]. The product is [N:1]1[CH:6]=[CH:5][CH:4]=[CH:3][C:2]=1[CH2:7][CH:8]1[S:12][C:11](=[O:13])[NH:10][C:9]1=[O:14]. The yield is 0.160. (6) The reactants are [CH2:1]([O:3][CH:4]([O:8][CH2:9][CH3:10])[C@@H:5]([NH2:7])[CH3:6])[CH3:2].[Cl:11][C:12]1[N:17]=[C:16]2[C:18]([CH:21]=O)=[CH:19][S:20][C:15]2=[CH:14][CH:13]=1. No catalyst specified. The product is [Cl:11][C:12]1[N:17]=[C:16]2[C:18]([CH2:21][NH:7][C@@H:5]([CH3:6])[CH:4]([O:8][CH2:9][CH3:10])[O:3][CH2:1][CH3:2])=[CH:19][S:20][C:15]2=[CH:14][CH:13]=1. The yield is 0.300.